Task: Predict which catalyst facilitates the given reaction.. Dataset: Catalyst prediction with 721,799 reactions and 888 catalyst types from USPTO Reactant: [CH2:1]([N:8]1[CH2:13][CH:12]([CH2:14][OH:15])[CH2:11][CH:10]([CH:16]=[N:17]O)[CH2:9]1)[C:2]1[CH:7]=[CH:6][CH:5]=[CH:4][CH:3]=1.[I-].ClC1C=CC=CN1C.CCN(CC)CC.Cl. Product: [CH2:1]([N:8]1[CH2:13][CH:12]([CH2:14][OH:15])[CH2:11][CH:10]([C:16]#[N:17])[CH2:9]1)[C:2]1[CH:3]=[CH:4][CH:5]=[CH:6][CH:7]=1. The catalyst class is: 2.